This data is from Reaction yield outcomes from USPTO patents with 853,638 reactions. The task is: Predict the reaction yield, written as a fraction of the theoretical maximum amount of product (1.0 means a 100% yield; for example, 0.34 means a 34% yield). (1) The reactants are [C:1]1([S:7]([N:10]2[CH2:15][CH2:14][CH2:13][C@@H:12]([C:16]([OH:18])=O)[CH2:11]2)(=[O:9])=[O:8])[CH:6]=[CH:5][CH:4]=[CH:3][CH:2]=1.[NH:19]1[CH2:23][CH2:22][CH:21]([C:24]2[CH:25]=[N:26][CH:27]=[CH:28][CH:29]=2)[CH2:20]1.F[P-](F)(F)(F)(F)F.N1(O[P+](N(C)C)(N(C)C)N(C)C)C2C=CC=CC=2N=N1.C(N(CC)C(C)C)(C)C. The catalyst is C(Cl)Cl. The product is [C:1]1([S:7]([N:10]2[CH2:15][CH2:14][CH2:13][C@@H:12]([C:16]([N:19]3[CH2:23][CH2:22][CH:21]([C:24]4[CH:25]=[N:26][CH:27]=[CH:28][CH:29]=4)[CH2:20]3)=[O:18])[CH2:11]2)(=[O:8])=[O:9])[CH:2]=[CH:3][CH:4]=[CH:5][CH:6]=1. The yield is 0.870. (2) The reactants are O1CCCC1.[C:6]1([S:12][C:13]2[N:18]=[CH:17][C:16]([CH2:19][C:20](Cl)=[N:21][OH:22])=[CH:15][CH:14]=2)[CH:11]=[CH:10][CH:9]=[CH:8][CH:7]=1.[C:24]([C:26]1[C:27]([NH2:32])=[N:28][CH:29]=[CH:30][CH:31]=1)#[CH:25].C(N(CC)CC)C. The catalyst is O. The product is [C:6]1([S:12][C:13]2[N:18]=[CH:17][C:16]([CH2:19][C:20]3[CH:25]=[C:24]([C:26]4[C:27]([NH2:32])=[N:28][CH:29]=[CH:30][CH:31]=4)[O:22][N:21]=3)=[CH:15][CH:14]=2)[CH:11]=[CH:10][CH:9]=[CH:8][CH:7]=1. The yield is 0.230. (3) The reactants are C(N(CC)CC)C.[C:8]([N:11]1[C:20]2[C:15](=[C:16]([OH:39])[C:17]([C:21]3[CH:22]=[N:23][N:24]([CH:26]4[CH2:31][CH2:30][N:29]([C:32]([O:34][C:35]([CH3:38])([CH3:37])[CH3:36])=[O:33])[CH2:28][CH2:27]4)[CH:25]=3)=[CH:18][CH:19]=2)[CH2:14][CH2:13][C@@H:12]1[CH3:40])(=[O:10])[CH3:9].ClC1C=CC(N([S:49]([C:52]([F:55])([F:54])[F:53])(=[O:51])=[O:50])[S:49]([C:52]([F:55])([F:54])[F:53])(=[O:51])=[O:50])=NC=1. The catalyst is CN(C)C1C=CN=CC=1.ClCCl. The product is [C:8]([N:11]1[C:20]2[C:15](=[C:16]([O:39][S:49]([C:52]([F:55])([F:54])[F:53])(=[O:51])=[O:50])[C:17]([C:21]3[CH:22]=[N:23][N:24]([CH:26]4[CH2:31][CH2:30][N:29]([C:32]([O:34][C:35]([CH3:38])([CH3:37])[CH3:36])=[O:33])[CH2:28][CH2:27]4)[CH:25]=3)=[CH:18][CH:19]=2)[CH2:14][CH2:13][C@@H:12]1[CH3:40])(=[O:10])[CH3:9]. The yield is 1.00. (4) The reactants are [NH:1]1[C:5]2[CH:6]=[CH:7][CH:8]=[CH:9][C:4]=2[N:3]=[C:2]1[CH2:10][C:11]#[N:12].C(=O)([O-])[O-].[Cs+].[Cs+].[CH2:19](I)[CH3:20]. The catalyst is CN(C)C=O. The product is [CH2:19]([N:1]1[C:5]2[CH:6]=[CH:7][CH:8]=[CH:9][C:4]=2[N:3]=[C:2]1[CH2:10][C:11]#[N:12])[CH3:20]. The yield is 0.330.